From a dataset of Catalyst prediction with 721,799 reactions and 888 catalyst types from USPTO. Predict which catalyst facilitates the given reaction. (1) Reactant: [NH2:1][C:2]1[C:11]2[N:12]=[C:13]([CH2:33][CH2:34][CH2:35][CH3:36])[N:14]([CH2:15][CH2:16][NH:17][C:18]([CH:20]([NH:25]C(=O)OC(C)(C)C)[CH2:21][CH:22]([CH3:24])[CH3:23])=[O:19])[C:10]=2[C:9]2[N:8]=[CH:7][CH:6]=[CH:5][C:4]=2[N:3]=1.[OH-].[Na+]. Product: [NH2:1][C:2]1[C:11]2[N:12]=[C:13]([CH2:33][CH2:34][CH2:35][CH3:36])[N:14]([CH2:15][CH2:16][NH:17][C:18](=[O:19])[CH:20]([NH2:25])[CH2:21][CH:22]([CH3:24])[CH3:23])[C:10]=2[C:9]2[N:8]=[CH:7][CH:6]=[CH:5][C:4]=2[N:3]=1. The catalyst class is: 33. (2) Reactant: [Cl:1][C:2]1[CH:7]=[CH:6][CH:5]=[C:4]([Cl:8])[C:3]=1[NH:9][C:10]1[N:11]([CH3:27])[C:12]2[C:21]3[C:20](=[O:22])[NH:19][C:18]([CH:23]=[O:24])=[C:17]([CH3:25])[C:16]=3[CH:15]=[CH:14][C:13]=2[N:26]=1.[CH:28]([Mg]Br)=[CH2:29]. Product: [Cl:8][C:4]1[CH:5]=[CH:6][CH:7]=[C:2]([Cl:1])[C:3]=1[NH:9][C:10]1[N:11]([CH3:27])[C:12]2[C:21]3[C:20](=[O:22])[NH:19][C:18]([CH:23]([OH:24])[CH:28]=[CH2:29])=[C:17]([CH3:25])[C:16]=3[CH:15]=[CH:14][C:13]=2[N:26]=1. The catalyst class is: 1. (3) Reactant: [CH3:1][O:2][C:3]1[CH:9]=[C:8]([N+:10]([O-:12])=[O:11])[CH:7]=[CH:6][C:4]=1[NH2:5].N1C=CC=CC=1.[C:19](Cl)([O:21][CH2:22][CH:23]1[C:35]2[C:30](=[CH:31][CH:32]=[CH:33][CH:34]=2)[C:29]2[C:24]1=[CH:25][CH:26]=[CH:27][CH:28]=2)=[O:20]. Product: [CH:34]1[C:35]2[CH:23]([CH2:22][O:21][C:19](=[O:20])[NH:5][C:4]3[CH:6]=[CH:7][C:8]([N+:10]([O-:12])=[O:11])=[CH:9][C:3]=3[O:2][CH3:1])[C:24]3[C:29](=[CH:28][CH:27]=[CH:26][CH:25]=3)[C:30]=2[CH:31]=[CH:32][CH:33]=1. The catalyst class is: 1.